This data is from Full USPTO retrosynthesis dataset with 1.9M reactions from patents (1976-2016). The task is: Predict the reactants needed to synthesize the given product. (1) The reactants are: FC(F)(F)C(O)=O.[O:8]=[C:9]1[NH:17][C:12]2=[N:13][CH:14]=[CH:15][CH:16]=[C:11]2[N:10]1[CH:18]1[CH2:23][CH2:22][N:21]([C:24]([O:26][C@H:27]2[C:33]3[N:34]=[CH:35][S:36][C:32]=3[C@@H:31]([NH:37]C(OC(C)(C)C)=O)[C@H:30]([C:45]3[CH:50]=[CH:49][CH:48]=[C:47]([F:51])[C:46]=3[F:52])[CH2:29][CH2:28]2)=[O:25])[CH2:20][CH2:19]1. Given the product [O:8]=[C:9]1[NH:17][C:12]2=[N:13][CH:14]=[CH:15][CH:16]=[C:11]2[N:10]1[CH:18]1[CH2:19][CH2:20][N:21]([C:24]([O:26][C@H:27]2[C:33]3[N:34]=[CH:35][S:36][C:32]=3[C@@H:31]([NH2:37])[C@H:30]([C:45]3[CH:50]=[CH:49][CH:48]=[C:47]([F:51])[C:46]=3[F:52])[CH2:29][CH2:28]2)=[O:25])[CH2:22][CH2:23]1, predict the reactants needed to synthesize it. (2) Given the product [F:33][C:2]1([F:1])[CH2:6][CH2:5][C@@H:4]([C@@:7]([OH:32])([C:24]2[CH:29]=[CH:28][C:27]([CH2:30][CH3:31])=[CH:26][CH:25]=2)[C:8]([O:10][CH:11]2[CH2:12][CH2:13][N:14]([C:17]([O:19][C:20]([CH3:22])([CH3:23])[CH3:21])=[O:18])[CH2:15][CH2:16]2)=[O:9])[CH2:3]1, predict the reactants needed to synthesize it. The reactants are: [F:1][C:2]1([F:33])[CH2:6][CH2:5][C@@H:4]([C@@:7]([OH:32])([C:24]2[CH:29]=[CH:28][C:27]([CH:30]=[CH2:31])=[CH:26][CH:25]=2)[C:8]([O:10][CH:11]2[CH2:16][CH2:15][N:14]([C:17]([O:19][C:20]([CH3:23])([CH3:22])[CH3:21])=[O:18])[CH2:13][CH2:12]2)=[O:9])[CH2:3]1.